Dataset: Reaction yield outcomes from USPTO patents with 853,638 reactions. Task: Predict the reaction yield, written as a fraction of the theoretical maximum amount of product (1.0 means a 100% yield; for example, 0.34 means a 34% yield). (1) The reactants are [CH2:1]([C:3]1[C:4]([C:15]2[N:16]([CH3:22])[C:17](C=O)=[CH:18][CH:19]=2)=[N:5][C:6]([O:13]C)=[C:7]([CH:12]=1)[C:8]([O:10]C)=[O:9])[CH3:2].[CH3:23][C:24](O)=O.[NH:27]1[CH2:31]CC[CH2:28]1.[BH-](OC(C)=O)(OC(C)=O)O[C:34](C)=O.[Na+]. The catalyst is ClCCCl.C(Cl)Cl. The product is [CH2:1]([C:3]1[CH:12]=[C:7]([C:8]([OH:10])=[O:9])[C:6](=[O:13])[NH:5][C:4]=1[C:15]1[CH:19]=[C:18]([CH2:17][N:16]2[CH2:22][CH2:23][CH2:24][CH2:34]2)[N:27]([CH3:31])[CH:28]=1)[CH3:2]. The yield is 0.250. (2) The reactants are Cl[CH2:2][CH2:3][N:4]1[C:12]2[C:7](=[CH:8][C:9]([O:15][CH3:16])=[C:10]([O:13][CH3:14])[CH:11]=2)[C:6]([C:17]2[N:25]([S:26]([C:29]3[CH:34]=[CH:33][C:32]([CH3:35])=[CH:31][CH:30]=3)(=[O:28])=[O:27])[C:20]3=[N:21][CH:22]=[CH:23][CH:24]=[C:19]3[CH:18]=2)=[CH:5]1.[I-:36].[Na+]. The catalyst is C(C(C)=O)C. The product is [I:36][CH2:2][CH2:3][N:4]1[C:12]2[C:7](=[CH:8][C:9]([O:15][CH3:16])=[C:10]([O:13][CH3:14])[CH:11]=2)[C:6]([C:17]2[N:25]([S:26]([C:29]3[CH:34]=[CH:33][C:32]([CH3:35])=[CH:31][CH:30]=3)(=[O:28])=[O:27])[C:20]3=[N:21][CH:22]=[CH:23][CH:24]=[C:19]3[CH:18]=2)=[CH:5]1. The yield is 0.690. (3) The reactants are Br[C:2]1[CH:7]=[C:6]([CH3:8])[C:5]([Br:9])=[CH:4][N:3]=1.[Cu](C#N)[C:11]#[N:12].[C-]#N.[Na+]. The catalyst is CN(C)C=O. The product is [Br:9][C:5]1[C:6]([CH3:8])=[CH:7][C:2]([C:11]#[N:12])=[N:3][CH:4]=1. The yield is 0.580. (4) The reactants are [Br:1][C:2]1[CH:3]=[C:4]2[C:9](=[CH:10][CH:11]=1)[CH:8]=[C:7](OS(C(F)(F)F)(=O)=O)[CH:6]=[CH:5]2.[Br-].[Li+].[CH:22]([Mg]Br)([CH3:24])[CH3:23]. The catalyst is O1CCCC1. The product is [Br:1][C:2]1[CH:11]=[CH:10][C:9]2[C:4](=[CH:5][CH:6]=[C:7]([CH:22]([CH3:24])[CH3:23])[CH:8]=2)[CH:3]=1. The yield is 0.330. (5) The reactants are [Cl:1][CH2:2][CH2:3][CH2:4][CH:5]=[O:6].[N+:7](/[CH:10]=[CH:11]/[C:12]1[CH:17]=[CH:16][CH:15]=[CH:14][CH:13]=1)([O-:9])=[O:8].CCOCC.[Na+].[Cl-]. The catalyst is C(Cl)(Cl)Cl. The product is [Cl:1][CH2:2][CH2:3][CH2:4][C:5](=[O:6])[C@H:11]([C:12]1[CH:17]=[CH:16][CH:15]=[CH:14][CH:13]=1)[CH2:10][N+:7]([O-:9])=[O:8]. The yield is 0.830. (6) The reactants are [Cl:1][C:2]1[CH:10]=[C:6]([C:7]([OH:9])=O)[C:5]([OH:11])=[CH:4][CH:3]=1.[NH2:12][C:13]1[S:14][C:15]([C:22]#[N:23])=[C:16]([C:18]([CH3:21])([CH3:20])[CH3:19])[N:17]=1. No catalyst specified. The product is [Cl:1][C:2]1[CH:3]=[CH:4][C:5]([OH:11])=[C:6]([CH:10]=1)[C:7]([NH:12][C:13]1[S:14][C:15]([C:22]#[N:23])=[C:16]([C:18]([CH3:19])([CH3:21])[CH3:20])[N:17]=1)=[O:9]. The yield is 0.634.